Dataset: Catalyst prediction with 721,799 reactions and 888 catalyst types from USPTO. Task: Predict which catalyst facilitates the given reaction. (1) Reactant: O1CCCC1.Br[C:7]1[C:8](=[O:35])[N:9]([C:22]2[CH:27]=[CH:26][C:25]([O:28][CH:29]3[CH2:34][CH2:33][CH2:32][CH2:31][O:30]3)=[CH:24][CH:23]=2)[N:10]=[CH:11][C:12]=1[O:13][CH2:14][C:15]1[CH:20]=[CH:19][C:18]([F:21])=[CH:17][CH:16]=1.CCCCCC.C([Li])CCC.CO. Product: [F:21][C:18]1[CH:17]=[CH:16][C:15]([CH2:14][O:13][C:12]2[CH:11]=[N:10][N:9]([C:22]3[CH:23]=[CH:24][C:25]([O:28][CH:29]4[CH2:34][CH2:33][CH2:32][CH2:31][O:30]4)=[CH:26][CH:27]=3)[C:8](=[O:35])[CH:7]=2)=[CH:20][CH:19]=1. The catalyst class is: 13. (2) Reactant: C([Li])CCC.C(NC(C)C)(C)C.[C:13]([O:17][CH2:18][CH3:19])(=[O:16])[C:14]#[CH:15].[O:20]=[C:21]1[CH2:24][N:23]([C:25]([O:27][C:28]([CH3:31])([CH3:30])[CH3:29])=[O:26])[CH2:22]1. Product: [CH2:18]([O:17][C:13]([C:14]#[C:15][C:21]1([OH:20])[CH2:22][N:23]([C:25]([O:27][C:28]([CH3:30])([CH3:29])[CH3:31])=[O:26])[CH2:24]1)=[O:16])[CH3:19]. The catalyst class is: 1. (3) Reactant: [CH3:1][N:2]1[CH2:7][CH2:6][CH2:5][C@@H:4]([O:8][C:9](=[O:22])[C:10]([OH:21])([C:16]2[S:17][CH:18]=[CH:19][CH:20]=2)[C:11]2[S:12][CH:13]=[CH:14][CH:15]=2)[CH2:3]1.[Br:23][CH2:24][CH2:25][CH2:26][C:27]1[CH:32]=[CH:31][CH:30]=[CH:29][CH:28]=1. Product: [Br-:23].[OH:21][C:10]([C:11]1[S:12][CH:13]=[CH:14][CH:15]=1)([C:16]1[S:17][CH:18]=[CH:19][CH:20]=1)[C:9]([O:8][C@@H:4]1[CH2:5][CH2:6][CH2:7][N@@+:2]([CH3:1])([CH2:24][CH2:25][CH2:26][C:27]2[CH:32]=[CH:31][CH:30]=[CH:29][CH:28]=2)[CH2:3]1)=[O:22]. The catalyst class is: 10.